This data is from Peptide-MHC class I binding affinity with 185,985 pairs from IEDB/IMGT. The task is: Regression. Given a peptide amino acid sequence and an MHC pseudo amino acid sequence, predict their binding affinity value. This is MHC class I binding data. (1) The peptide sequence is ASGFTFSSY. The MHC is HLA-A68:01 with pseudo-sequence HLA-A68:01. The binding affinity (normalized) is 0.344. (2) The binding affinity (normalized) is 0.886. The MHC is H-2-Kd with pseudo-sequence H-2-Kd. The peptide sequence is AYAPAKAAI. (3) The peptide sequence is VPGFQALSE. The MHC is Mamu-A2201 with pseudo-sequence Mamu-A2201. The binding affinity (normalized) is 0.0960. (4) The peptide sequence is GRRPLKNRK. The binding affinity (normalized) is 0.0847. The MHC is HLA-A02:01 with pseudo-sequence HLA-A02:01. (5) The peptide sequence is ILLAPLLSA. The MHC is HLA-A02:01 with pseudo-sequence HLA-A02:01. The binding affinity (normalized) is 0.809.